This data is from Reaction yield outcomes from USPTO patents with 853,638 reactions. The task is: Predict the reaction yield, written as a fraction of the theoretical maximum amount of product (1.0 means a 100% yield; for example, 0.34 means a 34% yield). (1) The reactants are I[C:2]1[CH:7]=[CH:6][CH:5]=[CH:4][C:3]=1[N:8]=[N:9][C:10]1[CH:15]=[CH:14][CH:13]=[CH:12][CH:11]=1.[C:16]([Cu])#[N:17]. The catalyst is C(O)CC. The product is [C:10]1([N:9]=[N:8][C:3]2[CH:4]=[CH:5][CH:6]=[CH:7][C:2]=2[C:16]#[N:17])[CH:15]=[CH:14][CH:13]=[CH:12][CH:11]=1. The yield is 0.950. (2) The reactants are O.[NH2:2][C@H:3]([C:9]([O-:11])=[O:10])[CH2:4][CH2:5][CH2:6][CH2:7][NH2:8].[NH2:12][C@H:13]([C:19]([O-:21])=[O:20])[CH2:14][CH2:15][CH2:16][CH2:17][NH2:18].[Ca+2:22]. The catalyst is CO. The product is [NH2:2][C@H:3]([C:9]([O-:11])=[O:10])[CH2:4][CH2:5][CH2:6][CH2:7][NH2:8].[NH2:12][C@H:13]([C:19]([O-:21])=[O:20])[CH2:14][CH2:15][CH2:16][CH2:17][NH2:18].[Ca+2:22]. The yield is 0.970. (3) The reactants are [F:1][C:2]1[CH:34]=[CH:33][C:5]([CH2:6][N:7]2[C:16](=[O:17])[C:15]([C:18]3[NH:23][C:22]4[CH:24]=[CH:25][C:26](I)=[CH:27][C:21]=4[S:20](=[O:30])(=[O:29])[N:19]=3)=[C:14]([OH:31])[C@H:13]3[C@@H:8]2[C@H:9]2[CH2:32][C@@H:12]3[CH2:11][CH2:10]2)=[CH:4][CH:3]=1.[N-:35]=[N+:36]=[N-:37].[Na+].O=C1O[C@H]([C@H](CO)O)C([O-])=C1O.[Na+].CN[C@@H]1CCCC[C@H]1NC. The catalyst is CS(C)=O.O.[Cu]I. The product is [N:35]([C:26]1[CH:25]=[CH:24][C:22]2[NH:23][C:18]([C:15]3[C:16](=[O:17])[N:7]([CH2:6][C:5]4[CH:33]=[CH:34][C:2]([F:1])=[CH:3][CH:4]=4)[C@@H:8]4[C@H:13]([C:14]=3[OH:31])[C@@H:12]3[CH2:32][C@H:9]4[CH2:10][CH2:11]3)=[N:19][S:20](=[O:30])(=[O:29])[C:21]=2[CH:27]=1)=[N+:36]=[N-:37]. The yield is 0.790.